This data is from Reaction yield outcomes from USPTO patents with 853,638 reactions. The task is: Predict the reaction yield, written as a fraction of the theoretical maximum amount of product (1.0 means a 100% yield; for example, 0.34 means a 34% yield). (1) The reactants are [S:1]1[CH:5]=[CH:4][C:3](B(O)O)=[CH:2]1.Br[C:10]1[S:14][C:13]([S:15]([N:18]2[CH:22]=[CH:21][CH:20]=[CH:19]2)(=[O:17])=[O:16])=[CH:12][CH:11]=1. No catalyst specified. The product is [S:1]1[CH:5]=[CH:4][C:3]([C:10]2[S:14][C:13]([S:15]([N:18]3[CH:22]=[CH:21][CH:20]=[CH:19]3)(=[O:16])=[O:17])=[CH:12][CH:11]=2)=[CH:2]1. The yield is 1.00. (2) The reactants are [F:1][C:2]([F:24])([F:23])[O:3][C:4]1[CH:9]=[CH:8][C:7]([N:10]2[CH:14]=[N:13][C:12]([C:15]3[CH:22]=[CH:21][C:18]([C:19]#[N:20])=[CH:17][CH:16]=3)=[N:11]2)=[CH:6][CH:5]=1. The catalyst is C(O)C.Cl.[Pd]. The product is [F:24][C:2]([F:1])([F:23])[O:3][C:4]1[CH:5]=[CH:6][C:7]([N:10]2[CH:14]=[N:13][C:12]([C:15]3[CH:22]=[CH:21][C:18]([CH2:19][NH2:20])=[CH:17][CH:16]=3)=[N:11]2)=[CH:8][CH:9]=1. The yield is 0.930. (3) The reactants are [CH3:1][C:2]1([CH3:43])[N:6]([CH2:7][CH2:8][CH2:9][CH2:10][CH2:11][CH2:12][CH2:13][CH2:14][CH2:15][S:16]([CH2:18][CH2:19][CH2:20][C:21]([F:27])([F:26])C(F)(F)F)=[O:17])[C:5](=[O:28])[N:4]([C:29]2[CH:34]=[CH:33][C:32]([N+:35]([O-:37])=[O:36])=[C:31]([C:38]([F:41])([F:40])[F:39])[CH:30]=2)[C:3]1=[O:42].CC1(C)N(CCCCCCCCCSCCCC(F)(F)[F:64])C(=O)N(C2C=CC([N+]([O-])=O)=C(C(F)(F)F)C=2)C1=O. No catalyst specified. The product is [CH3:43][C:2]1([CH3:1])[N:6]([CH2:7][CH2:8][CH2:9][CH2:10][CH2:11][CH2:12][CH2:13][CH2:14][CH2:15][S:16]([CH2:18][CH2:19][CH2:20][C:21]([F:27])([F:64])[F:26])=[O:17])[C:5](=[O:28])[N:4]([C:29]2[CH:34]=[CH:33][C:32]([N+:35]([O-:37])=[O:36])=[C:31]([C:38]([F:40])([F:41])[F:39])[CH:30]=2)[C:3]1=[O:42]. The yield is 0.730. (4) The reactants are [Cl:1][C:2]1[C:6]([N:7]([CH2:19][CH3:20])[C:8](=[O:18])[CH2:9][CH2:10][S:11][CH2:12][CH2:13][C:14]([F:17])([F:16])[F:15])=[CH:5][N:4]([C:21]2[CH:22]=[N:23][CH:24]=[CH:25][CH:26]=2)[N:3]=1.[OH:27]O. The catalyst is FC(F)(F)C(O)C(F)(F)F. The product is [Cl:1][C:2]1[C:6]([N:7]([CH2:19][CH3:20])[C:8](=[O:18])[CH2:9][CH2:10][S:11]([CH2:12][CH2:13][C:14]([F:16])([F:15])[F:17])=[O:27])=[CH:5][N:4]([C:21]2[CH:22]=[N:23][CH:24]=[CH:25][CH:26]=2)[N:3]=1. The yield is 0.950. (5) The product is [CH3:15][O:14][N:13]([CH3:12])[C:7]([CH:4]1[CH2:3][CH2:2][O:1][CH2:6][CH2:5]1)=[O:9]. The catalyst is C1COCC1. The yield is 0.580. The reactants are [O:1]1[CH2:6][CH2:5][CH:4]([C:7]([O:9]C)=O)[CH2:3][CH2:2]1.Cl.[CH3:12][NH:13][O:14][CH3:15].C([Mg]Cl)(C)C.O. (6) The reactants are ClC(OC(C)C)=O.[C:8]([O:12][C:13]([NH:15][C@@H:16]([CH3:20])[C:17](O)=[O:18])=[O:14])([CH3:11])([CH3:10])[CH3:9].C(N(CC)CC)C.[OH-:28].[Na+].Cl.[NH2:31]O. The catalyst is CO.O1CCCC1. The product is [OH:28][NH:31][C:17](=[O:18])[C@H:16]([NH:15][C:13](=[O:14])[O:12][C:8]([CH3:11])([CH3:10])[CH3:9])[CH3:20]. The yield is 0.550. (7) The reactants are O[CH2:2][C@@H:3]([CH3:16])[CH2:4][N:5]1[C:10]2[CH:11]=[CH:12][CH:13]=[CH:14][C:9]=2[O:8][CH2:7][C:6]1=[O:15].C1(P(C2C=CC=CC=2)C2C=CC=CC=2)C=CC=CC=1.N1C=CN=C1.[I:41]I. The catalyst is C(Cl)(Cl)Cl. The product is [I:41][CH2:2][C@@H:3]([CH3:16])[CH2:4][N:5]1[C:10]2[CH:11]=[CH:12][CH:13]=[CH:14][C:9]=2[O:8][CH2:7][C:6]1=[O:15]. The yield is 0.800. (8) The reactants are C[CH:2]([OH:5])[CH2:3][NH2:4].[C:6](O[C:6]([O:8][C:9]([CH3:12])([CH3:11])[CH3:10])=[O:7])([O:8][C:9]([CH3:12])([CH3:11])[CH3:10])=[O:7].O1CCC[CH2:22]1. No catalyst specified. The product is [C:9]([O:8][C:6](=[O:7])[NH:4][CH:3]([CH3:22])[CH2:2][OH:5])([CH3:12])([CH3:11])[CH3:10]. The yield is 0.630. (9) The reactants are [CH3:1][C:2]1[C:11](=[O:12])[C:10]2[C:5](=[CH:6][CH:7]=[CH:8][CH:9]=2)[O:4][C:3]=1[S:13][CH3:14].C1C=C(Cl)C=C(C(OO)=[O:23])C=1. The catalyst is ClCCl. The product is [CH3:14][S:13]([C:3]1[O:4][C:5]2[C:10]([C:11](=[O:12])[C:2]=1[CH3:1])=[CH:9][CH:8]=[CH:7][CH:6]=2)=[O:23]. The yield is 0.830. (10) The reactants are [CH3:1][C:2]1[C:6]([CH2:7][CH2:8]OS(C)(=O)=O)=[C:5]([CH3:14])[N:4]([S:15]([C:18]2[CH:23]=[CH:22][C:21]([CH3:24])=[CH:20][CH:19]=2)(=[O:17])=[O:16])[N:3]=1.[CH3:25][O:26][C:27](=[O:41])/[CH:28]=[CH:29]/[C:30]1[CH:35]=[CH:34][C:33]([C@@H:36]2[CH2:40][CH2:39][CH2:38][NH:37]2)=[CH:32][CH:31]=1.C(=O)([O-])[O-].[K+].[K+]. The catalyst is C(#N)C.CN(C)C(=O)C. The product is [CH3:25][O:26][C:27](=[O:41])/[CH:28]=[CH:29]/[C:30]1[CH:35]=[CH:34][C:33]([C@@H:36]2[CH2:40][CH2:39][CH2:38][N:37]2[CH2:8][CH2:7][C:6]2[C:2]([CH3:1])=[N:3][N:4]([S:15]([C:18]3[CH:19]=[CH:20][C:21]([CH3:24])=[CH:22][CH:23]=3)(=[O:17])=[O:16])[C:5]=2[CH3:14])=[CH:32][CH:31]=1. The yield is 0.520.